This data is from Reaction yield outcomes from USPTO patents with 853,638 reactions. The task is: Predict the reaction yield, written as a fraction of the theoretical maximum amount of product (1.0 means a 100% yield; for example, 0.34 means a 34% yield). (1) The yield is 0.300. The product is [F:28][C:27]([F:30])([F:29])[C:25]([OH:31])=[O:26].[CH3:24][O:23][C:21](=[O:22])[NH:20][CH:18]([C:13]1[CH:14]=[C:15]2[C:10](=[CH:11][CH:12]=1)[CH2:9][NH:8][CH2:17][CH2:16]2)[CH3:19]. No catalyst specified. The reactants are C(OC([N:8]1[CH2:17][CH2:16][C:15]2[C:10](=[CH:11][CH:12]=[C:13]([CH:18]([NH:20][C:21]([O:23][CH3:24])=[O:22])[CH3:19])[CH:14]=2)[CH2:9]1)=O)(C)(C)C.[C:25]([OH:31])([C:27]([F:30])([F:29])[F:28])=[O:26]. (2) The reactants are [CH3:1][O:2][C:3]1[CH:4]=[C:5]([NH:12][C:13]2[C:14]([NH:23][S:24]([C:27]3[CH:32]=[CH:31][CH:30]=[C:29]([N+:33]([O-])=O)[CH:28]=3)(=[O:26])=[O:25])=[N:15][C:16]3[C:21]([N:22]=2)=[CH:20][CH:19]=[CH:18][CH:17]=3)[CH:6]=[C:7]([N+:9]([O-])=O)[CH:8]=1.CCO.C(O)=O.C([O-])=O.[K+]. The catalyst is C1COCC1. The product is [NH2:33][C:29]1[CH:28]=[C:27]([S:24]([NH:23][C:14]2[C:13]([NH:12][C:5]3[CH:4]=[C:3]([O:2][CH3:1])[CH:8]=[C:7]([NH2:9])[CH:6]=3)=[N:22][C:21]3[C:16](=[CH:17][CH:18]=[CH:19][CH:20]=3)[N:15]=2)(=[O:26])=[O:25])[CH:32]=[CH:31][CH:30]=1. The yield is 0.930. (3) The reactants are [Cl:1][S:2]([OH:5])(=O)=[O:3].[Cl:6][C:7]1[C:12]([C:13]2[CH:18]=[CH:17][CH:16]=[CH:15][CH:14]=2)=[C:11]([C:19]2[CH:24]=[CH:23][C:22]([S:25]([CH3:28])(=[O:27])=[O:26])=[CH:21][CH:20]=2)[N:10]=[C:9]([C:29]([F:32])([F:31])[F:30])[N:8]=1. No catalyst specified. The product is [Cl:6][C:7]1[C:12]([C:13]2[CH:18]=[CH:17][C:16]([S:2]([Cl:1])(=[O:5])=[O:3])=[CH:15][CH:14]=2)=[C:11]([C:19]2[CH:20]=[CH:21][C:22]([S:25]([CH3:28])(=[O:27])=[O:26])=[CH:23][CH:24]=2)[N:10]=[C:9]([C:29]([F:32])([F:30])[F:31])[N:8]=1. The yield is 0.656. (4) The reactants are [C:1]([O:5][C:6]([N:8]([CH2:12][CH2:13][OH:14])[CH2:9][CH2:10][OH:11])=[O:7])([CH3:4])([CH3:3])[CH3:2].F[C:16]1[CH:21]=[CH:20][C:19]([N+:22]([O-:24])=[O:23])=[CH:18][CH:17]=1.C(=O)([O-])[O-].[K+].[K+].[OH2:31]. The catalyst is CN1C(=O)CCC1. The product is [C:1]([O:5][C:6]([N:8]([CH2:9][CH2:10][O:11][C:16]1[CH:21]=[CH:20][C:19]([N+:22]([O-:23])=[O:31])=[CH:18][CH:17]=1)[CH2:12][CH2:13][O:14][C:16]1[CH:21]=[CH:20][C:19]([N+:22]([O-:24])=[O:23])=[CH:18][CH:17]=1)=[O:7])([CH3:4])([CH3:3])[CH3:2]. The yield is 0.850.